Dataset: Catalyst prediction with 721,799 reactions and 888 catalyst types from USPTO. Task: Predict which catalyst facilitates the given reaction. Reactant: [C:1]([O:5][C:6]([NH:8][C@:9]1([C:14]([OH:16])=O)[CH2:11][C@H:10]1[CH:12]=[CH2:13])=[O:7])([CH3:4])([CH3:3])[CH3:2].[CH3:17][C:18]1([O:21][S:22](=[O:25])(=[O:24])[NH2:23])[CH2:20][CH2:19]1.CN(C(ON1N=NC2C=CC=NC1=2)=[N+](C)C)C.F[P-](F)(F)(F)(F)F.CCN(C(C)C)C(C)C. Product: [C:1]([O:5][C:6](=[O:7])[NH:8][C@:9]1([C:14]([NH:23][S:22]([O:21][C:18]2([CH3:17])[CH2:20][CH2:19]2)(=[O:25])=[O:24])=[O:16])[CH2:11][C@H:10]1[CH:12]=[CH2:13])([CH3:2])([CH3:3])[CH3:4]. The catalyst class is: 2.